This data is from Forward reaction prediction with 1.9M reactions from USPTO patents (1976-2016). The task is: Predict the product of the given reaction. Given the reactants [CH3:1][O:2][C:3]1[CH:12]=[C:11]2[C:6]([C:7](=[O:15])[CH2:8][C:9]([CH3:14])([CH3:13])[O:10]2)=[CH:5][CH:4]=1.[Br:16]N1C(=O)CCC1=O, predict the reaction product. The product is: [Br:16][C:4]1[CH:5]=[C:6]2[C:11](=[CH:12][C:3]=1[O:2][CH3:1])[O:10][C:9]([CH3:13])([CH3:14])[CH2:8][C:7]2=[O:15].